Task: Predict the product of the given reaction.. Dataset: Forward reaction prediction with 1.9M reactions from USPTO patents (1976-2016) (1) Given the reactants [CH3:1][C:2]1[S:6][C:5]([Mg]Br)=[CH:4][CH:3]=1.Br[C:10]1[S:11][CH:12]=[CH:13][CH:14]=1.[NH4+].[Cl-], predict the reaction product. The product is: [CH3:1][C:2]1[S:6][C:5]([C:10]2[S:11][CH:12]=[CH:13][CH:14]=2)=[CH:4][CH:3]=1. (2) Given the reactants Br[C:2]1[CH:3]=[C:4]2[C@@:15]3([CH2:19][O:18][C:17]([NH2:20])=[N:16]3)[C:14]3[CH:13]=[C:12](Cl)[N:11]=[C:10]([F:22])[C:9]=3[O:8][C:5]2=[CH:6][CH:7]=1.[F:23][C:24]1[C:29](B(O)O)=[CH:28][CH:27]=[CH:26][N:25]=1.Cl.[F:34][C:35]1([F:41])[CH2:40][CH2:39][NH:38][CH2:37]C1, predict the reaction product. The product is: [F:41][C:35]1([F:34])[CH2:37][N:38]([C:12]2[N:11]=[C:10]([F:22])[C:9]3[O:8][C:5]4[C:4]([C@@:15]5([CH2:19][O:18][C:17]([NH2:20])=[N:16]5)[C:14]=3[CH:13]=2)=[CH:3][C:2]([C:29]2[C:24]([F:23])=[N:25][CH:26]=[CH:27][CH:28]=2)=[CH:7][CH:6]=4)[CH2:39][CH2:40]1. (3) Given the reactants C[Si](C)(C)[N-][Si](C)(C)C.[Na+].[F:11][C:12]([F:21])([F:20])[C:13]1[C:14]([NH2:19])=[N:15][CH:16]=[CH:17][CH:18]=1.[C:22](O[C:22]([O:24][C:25]([CH3:28])([CH3:27])[CH3:26])=[O:23])([O:24][C:25]([CH3:28])([CH3:27])[CH3:26])=[O:23], predict the reaction product. The product is: [C:25]([O:24][C:22](=[O:23])[NH:19][C:14]1[C:13]([C:12]([F:11])([F:20])[F:21])=[CH:18][CH:17]=[CH:16][N:15]=1)([CH3:28])([CH3:27])[CH3:26]. (4) Given the reactants [CH3:1][C:2]1[CH:7]=[C:6]([CH3:8])[CH:5]=[CH:4][C:3]=1[N:9]1[CH2:14][CH2:13][N:12]([C:15]([C:17]2[CH:22]=[CH:21][C:20](I)=[CH:19][CH:18]=2)=[O:16])[CH2:11][CH2:10]1.[C:24]1([C@@H:30]2[CH2:34][O:33][C:32](=[O:35])[NH:31]2)[CH:29]=[CH:28][CH:27]=[CH:26][CH:25]=1, predict the reaction product. The product is: [CH3:1][C:2]1[CH:7]=[C:6]([CH3:8])[CH:5]=[CH:4][C:3]=1[N:9]1[CH2:14][CH2:13][N:12]([C:15]([C:17]2[CH:22]=[CH:21][C:20]([N:31]3[C@H:30]([C:24]4[CH:29]=[CH:28][CH:27]=[CH:26][CH:25]=4)[CH2:34][O:33][C:32]3=[O:35])=[CH:19][CH:18]=2)=[O:16])[CH2:11][CH2:10]1. (5) Given the reactants [F-].C([N+](CCCC)(CCCC)CCCC)CCC.C([Si](C)(C)[O:24][C@H:25]1[CH2:29][N:28]([C:30]([O:32][C:33]([CH3:36])([CH3:35])[CH3:34])=[O:31])[C@@H:27]([CH2:37][O:38][CH3:39])[CH2:26]1)(C)(C)C, predict the reaction product. The product is: [OH:24][C@H:25]1[CH2:29][N:28]([C:30]([O:32][C:33]([CH3:34])([CH3:35])[CH3:36])=[O:31])[C@@H:27]([CH2:37][O:38][CH3:39])[CH2:26]1.